This data is from Forward reaction prediction with 1.9M reactions from USPTO patents (1976-2016). The task is: Predict the product of the given reaction. (1) Given the reactants [F:1][C:2]([F:12])([F:11])[C:3]1[CH:10]=[CH:9][C:6]([CH2:7]Br)=[CH:5][CH:4]=1.C([O:15][C:16](=[O:44])[C:17]([O:36][C:37]1[CH:42]=[CH:41][CH:40]=[CH:39][C:38]=1[F:43])([CH3:35])[CH2:18][C:19]1[CH:24]=[CH:23][C:22]([O:25][CH2:26][CH2:27][CH:28]2[CH2:32][NH:31][C:30](=[O:33])[N:29]2[CH3:34])=[CH:21][CH:20]=1)C.[H-].[Na+], predict the reaction product. The product is: [F:43][C:38]1[CH:39]=[CH:40][CH:41]=[CH:42][C:37]=1[O:36][C:17]([CH3:35])([CH2:18][C:19]1[CH:20]=[CH:21][C:22]([O:25][CH2:26][CH2:27][CH:28]2[CH2:32][N:31]([CH2:7][C:6]3[CH:9]=[CH:10][C:3]([C:2]([F:12])([F:11])[F:1])=[CH:4][CH:5]=3)[C:30](=[O:33])[N:29]2[CH3:34])=[CH:23][CH:24]=1)[C:16]([OH:44])=[O:15]. (2) Given the reactants [OH:1][CH2:2][CH2:3][NH:4][C:5]1[C:14]([N+:15]([O-])=O)=[CH:13][CH:12]=[CH:11][C:6]=1[C:7]([O:9][CH3:10])=[O:8].[CH3:18]O, predict the reaction product. The product is: [OH:1][CH2:2][CH2:3][N:4]1[C:5]2[C:6]([C:7]([O:9][CH3:10])=[O:8])=[CH:11][CH:12]=[CH:13][C:14]=2[N:15]=[CH:18]1. (3) Given the reactants [C:1]([C:5]1[CH:9]=[C:8]([NH:10][C:11](=[O:41])[NH:12][C:13]2[C:22]3[C:17](=[CH:18][CH:19]=[CH:20][CH:21]=3)[C:16]([O:23][CH2:24][CH:25]([C:27]3[CH:32]=[CH:31][N:30]=[C:29]([NH:33]C(=O)OC(C)(C)C)[CH:28]=3)[CH3:26])=[CH:15][CH:14]=2)[N:7]([C:42]2[CH:47]=[CH:46][C:45]([CH3:48])=[CH:44][CH:43]=2)[N:6]=1)([CH3:4])([CH3:3])[CH3:2].C(O)(C(F)(F)F)=O, predict the reaction product. The product is: [NH2:33][C:29]1[CH:28]=[C:27]([CH:25]([CH3:26])[CH2:24][O:23][C:16]2[C:17]3[C:22](=[CH:21][CH:20]=[CH:19][CH:18]=3)[C:13]([NH:12][C:11]([NH:10][C:8]3[N:7]([C:42]4[CH:43]=[CH:44][C:45]([CH3:48])=[CH:46][CH:47]=4)[N:6]=[C:5]([C:1]([CH3:4])([CH3:3])[CH3:2])[CH:9]=3)=[O:41])=[CH:14][CH:15]=2)[CH:32]=[CH:31][N:30]=1. (4) The product is: [CH3:45][S:46]([NH:49][C:14](=[O:15])[C:13]1[CH:17]=[CH:18][C:10]([NH:9][C:5]2[CH:6]=[CH:7][CH:8]=[C:3]([C:2]([F:20])([F:19])[F:1])[CH:4]=2)=[CH:11][CH:12]=1)(=[O:48])=[O:47]. Given the reactants [F:1][C:2]([F:20])([F:19])[C:3]1[CH:4]=[C:5]([NH:9][C:10]2[CH:18]=[CH:17][C:13]([C:14](O)=[O:15])=[CH:12][CH:11]=2)[CH:6]=[CH:7][CH:8]=1.CN(C(ON1N=NC2C=CC=NC1=2)=[N+](C)C)C.F[P-](F)(F)(F)(F)F.[CH3:45][S:46]([NH2:49])(=[O:48])=[O:47].CCN(C(C)C)C(C)C, predict the reaction product. (5) Given the reactants C([O:3][C:4](=[O:23])[C:5]([CH3:22])([O:14][C:15]1[CH:16]=[C:17]([CH3:21])[CH:18]=[CH:19][CH:20]=1)[CH2:6][C:7]1[CH:12]=[CH:11][C:10](O)=[CH:9][CH:8]=1)C.[CH:24]1([C:30]2[O:31][C:32]([CH3:48])=[C:33]([CH2:35][CH2:36][O:37]S(C3C=CC(C)=CC=3)(=O)=O)[N:34]=2)[CH2:29][CH2:28][CH2:27][CH2:26][CH2:25]1, predict the reaction product. The product is: [CH:24]1([C:30]2[O:31][C:32]([CH3:48])=[C:33]([CH2:35][CH2:36][O:37][C:10]3[CH:9]=[CH:8][C:7]([CH2:6][C:5]([CH3:22])([O:14][C:15]4[CH:16]=[C:17]([CH3:21])[CH:18]=[CH:19][CH:20]=4)[C:4]([OH:23])=[O:3])=[CH:12][CH:11]=3)[N:34]=2)[CH2:25][CH2:26][CH2:27][CH2:28][CH2:29]1. (6) Given the reactants [N:1]1([C:7]2[CH:12]=[CH:11][C:10]([NH:13][C:14](=[O:36])[NH:15][NH:16][C:17](=O)[C:18]3[CH:23]=[C:22]([CH:24]([CH3:26])[CH3:25])[C:21]([O:27][CH2:28][O:29][CH3:30])=[CH:20][C:19]=3[O:31][CH2:32][O:33][CH3:34])=[CH:9][CH:8]=2)[CH2:6][CH2:5][O:4][CH2:3][CH2:2]1.[OH-].[Na+].[OH-].[K+].Cl.C(=O)([O-])O.[Na+], predict the reaction product. The product is: [CH:24]([C:22]1[C:21]([O:27][CH2:28][O:29][CH3:30])=[CH:20][C:19]([O:31][CH2:32][O:33][CH3:34])=[C:18]([C:17]2[N:13]([C:10]3[CH:11]=[CH:12][C:7]([N:1]4[CH2:6][CH2:5][O:4][CH2:3][CH2:2]4)=[CH:8][CH:9]=3)[C:14]([OH:36])=[N:15][N:16]=2)[CH:23]=1)([CH3:26])[CH3:25]. (7) Given the reactants [CH2:1]([C:3]1[C:8](=[O:9])[NH:7][C:6]([CH3:10])=[C:5]([C:11]2[CH:12]=[N:13][CH:14]=[C:15]([C:17]([OH:19])=O)[CH:16]=2)[CH:4]=1)[CH3:2].[CH:20]1([C:23]([N:25]2[CH2:30][CH2:29][NH:28][CH2:27][CH2:26]2)=[O:24])[CH2:22][CH2:21]1, predict the reaction product. The product is: [CH:20]1([C:23]([N:25]2[CH2:30][CH2:29][N:28]([C:17]([C:15]3[CH:16]=[C:11]([C:5]4[CH:4]=[C:3]([CH2:1][CH3:2])[C:8](=[O:9])[NH:7][C:6]=4[CH3:10])[CH:12]=[N:13][CH:14]=3)=[O:19])[CH2:27][CH2:26]2)=[O:24])[CH2:21][CH2:22]1.